Dataset: Full USPTO retrosynthesis dataset with 1.9M reactions from patents (1976-2016). Task: Predict the reactants needed to synthesize the given product. (1) Given the product [C:1](=[O:15])([O:6][CH2:7][CH2:8][O:9][C:10](=[O:14])[C:11]([CH3:13])=[CH2:12])[O:2][CH:3]([O:21][C:16](=[O:20])[C:17]([CH3:19])=[CH2:18])[CH3:4], predict the reactants needed to synthesize it. The reactants are: [C:1](=[O:15])([O:6][CH2:7][CH2:8][O:9][C:10](=[O:14])[C:11]([CH3:13])=[CH2:12])[O:2][CH:3](Cl)[CH3:4].[C:16]([O-:21])(=[O:20])[C:17]([CH3:19])=[CH2:18].[K+].N#N. (2) Given the product [Cl:31][C:10]1[CH:11]=[C:12]([CH:28]=[C:29]([Cl:30])[C:9]=1[OH:8])[CH2:13][N:14]([N:23]1[CH:27]=[N:26][N:25]=[CH:24]1)[C:15]1[CH:16]=[CH:17][C:18]([C:19]#[N:20])=[CH:21][CH:22]=1, predict the reactants needed to synthesize it. The reactants are: C([O:8][C:9]1[C:29]([Cl:30])=[CH:28][C:12]([CH2:13][N:14]([N:23]2[CH:27]=[N:26][N:25]=[CH:24]2)[C:15]2[CH:22]=[CH:21][C:18]([C:19]#[N:20])=[CH:17][CH:16]=2)=[CH:11][C:10]=1[Cl:31])C1C=CC=CC=1.